Dataset: NCI-60 drug combinations with 297,098 pairs across 59 cell lines. Task: Regression. Given two drug SMILES strings and cell line genomic features, predict the synergy score measuring deviation from expected non-interaction effect. (1) Drug 1: C(CC(=O)O)C(=O)CN.Cl. Drug 2: CC1=C(C(=O)C2=C(C1=O)N3CC4C(C3(C2COC(=O)N)OC)N4)N. Synergy scores: CSS=39.1, Synergy_ZIP=-9.20, Synergy_Bliss=1.14, Synergy_Loewe=-14.7, Synergy_HSA=1.46. Cell line: OVCAR3. (2) Drug 1: CC1=C2C(C(=O)C3(C(CC4C(C3C(C(C2(C)C)(CC1OC(=O)C(C(C5=CC=CC=C5)NC(=O)OC(C)(C)C)O)O)OC(=O)C6=CC=CC=C6)(CO4)OC(=O)C)O)C)O. Drug 2: C1CN(P(=O)(OC1)NCCCl)CCCl. Cell line: OVCAR-8. Synergy scores: CSS=12.7, Synergy_ZIP=-10.4, Synergy_Bliss=-11.8, Synergy_Loewe=-53.2, Synergy_HSA=-11.6. (3) Cell line: ACHN. Drug 1: CC1=C(N=C(N=C1N)C(CC(=O)N)NCC(C(=O)N)N)C(=O)NC(C(C2=CN=CN2)OC3C(C(C(C(O3)CO)O)O)OC4C(C(C(C(O4)CO)O)OC(=O)N)O)C(=O)NC(C)C(C(C)C(=O)NC(C(C)O)C(=O)NCCC5=NC(=CS5)C6=NC(=CS6)C(=O)NCCC[S+](C)C)O. Drug 2: CN1C2=C(C=C(C=C2)N(CCCl)CCCl)N=C1CCCC(=O)O.Cl. Synergy scores: CSS=51.9, Synergy_ZIP=-1.37, Synergy_Bliss=-2.31, Synergy_Loewe=-30.5, Synergy_HSA=-0.697. (4) Drug 1: CC1OCC2C(O1)C(C(C(O2)OC3C4COC(=O)C4C(C5=CC6=C(C=C35)OCO6)C7=CC(=C(C(=C7)OC)O)OC)O)O. Drug 2: C1CC(=O)NC(=O)C1N2C(=O)C3=CC=CC=C3C2=O. Cell line: M14. Synergy scores: CSS=16.2, Synergy_ZIP=-1.15, Synergy_Bliss=2.78, Synergy_Loewe=1.32, Synergy_HSA=1.34. (5) Drug 1: C1=CC(=CC=C1CC(C(=O)O)N)N(CCCl)CCCl.Cl. Drug 2: CC=C1C(=O)NC(C(=O)OC2CC(=O)NC(C(=O)NC(CSSCCC=C2)C(=O)N1)C(C)C)C(C)C. Cell line: SW-620. Synergy scores: CSS=52.2, Synergy_ZIP=4.51, Synergy_Bliss=8.24, Synergy_Loewe=-23.5, Synergy_HSA=7.02. (6) Drug 1: C1=CC(=CC=C1CCC2=CNC3=C2C(=O)NC(=N3)N)C(=O)NC(CCC(=O)O)C(=O)O. Drug 2: C1=NC2=C(N1)C(=S)N=CN2. Cell line: SK-OV-3. Synergy scores: CSS=32.0, Synergy_ZIP=-8.62, Synergy_Bliss=-11.6, Synergy_Loewe=-10.1, Synergy_HSA=-5.93.